From a dataset of Full USPTO retrosynthesis dataset with 1.9M reactions from patents (1976-2016). Predict the reactants needed to synthesize the given product. (1) The reactants are: [Cl:1][C:2]1[CH:7]=[CH:6][N:5]=[C:4]([CH2:8][NH:9][C:10]2[O:11][C:12]3[C:18]([O:19][CH3:20])=[CH:17][C:16]([C:21]([N:23]4[CH2:31][C@H:30]([O:32][CH:33]5[CH2:35][CH2:34]5)[CH2:29][C@H:24]4[C:25]([O:27]C)=[O:26])=[O:22])=[CH:15][C:13]=3[N:14]=2)[CH:3]=1.[OH-].[Li+].Cl. Given the product [Cl:1][C:2]1[CH:7]=[CH:6][N:5]=[C:4]([CH2:8][NH:9][C:10]2[O:11][C:12]3[C:18]([O:19][CH3:20])=[CH:17][C:16]([C:21]([N:23]4[CH2:31][C@H:30]([O:32][CH:33]5[CH2:35][CH2:34]5)[CH2:29][C@H:24]4[C:25]([OH:27])=[O:26])=[O:22])=[CH:15][C:13]=3[N:14]=2)[CH:3]=1, predict the reactants needed to synthesize it. (2) Given the product [C:1]([O:5][C:6]([CH:8]1[CH2:13][CH2:12][N:11]([C:14]2[C:22]([C:23]#[N:24])=[CH:21][C:17]([C:18]([O:20][CH2:26][C:27]([CH3:30])([CH3:29])[CH3:28])=[O:19])=[C:16]([CH3:25])[N:15]=2)[CH2:10][CH2:9]1)=[O:7])([CH3:4])([CH3:3])[CH3:2], predict the reactants needed to synthesize it. The reactants are: [C:1]([O:5][C:6]([CH:8]1[CH2:13][CH2:12][N:11]([C:14]2[C:22]([C:23]#[N:24])=[CH:21][C:17]([C:18]([OH:20])=[O:19])=[C:16]([CH3:25])[N:15]=2)[CH2:10][CH2:9]1)=[O:7])([CH3:4])([CH3:3])[CH3:2].[CH2:26](O)[C:27]([CH3:30])([CH3:29])[CH3:28].CCN=C=NCCCN(C)C.C1C=CC2N(O)N=NC=2C=1.CCN(C(C)C)C(C)C. (3) The reactants are: Cl.[NH2:2][CH2:3][C:4]1[C:5](=[O:12])[NH:6][C:7]([CH3:11])=[CH:8][C:9]=1[CH3:10].[CH3:13][O:14][CH:15]1[CH2:18][N:17]([C@H:19]2[CH2:24][CH2:23][C@H:22]([CH:25]([C:27]3[S:31][CH:30]=[C:29]([C:32](O)=[O:33])[C:28]=3[CH3:35])[CH3:26])[CH2:21][CH2:20]2)[CH2:16]1.CCN=C=NCCCN(C)C.C1C=NC2N(O)N=NC=2C=1. Given the product [CH3:10][C:9]1[CH:8]=[C:7]([CH3:11])[NH:6][C:5](=[O:12])[C:4]=1[CH2:3][NH:2][C:32]([C:29]1[C:28]([CH3:35])=[C:27]([C@H:25]([C@H:22]2[CH2:23][CH2:24][C@H:19]([N:17]3[CH2:18][C:15]([O:14][CH3:13])=[CH:16]3)[CH2:20][CH2:21]2)[CH3:26])[S:31][CH:30]=1)=[O:33], predict the reactants needed to synthesize it. (4) Given the product [C:14]([O:13][C:11]([N:6]1[CH2:5][C:4]2[C:8](=[CH:9][CH:10]=[C:2]([I:1])[CH:3]=2)[CH2:7]1)=[O:12])([CH3:17])([CH3:16])[CH3:15], predict the reactants needed to synthesize it. The reactants are: [I:1][C:2]1[CH:3]=[C:4]2[C:8](=[CH:9][CH:10]=1)[CH2:7][NH:6][CH2:5]2.[C:11](O[C:11]([O:13][C:14]([CH3:17])([CH3:16])[CH3:15])=[O:12])([O:13][C:14]([CH3:17])([CH3:16])[CH3:15])=[O:12]. (5) Given the product [ClH:1].[Cl:15][C:16]1[CH:17]=[CH:18][C:19]([S:24]([CH2:27][CH2:28][CH3:2])(=[O:26])=[O:25])=[C:20]([CH2:21][NH2:22])[CH:23]=1, predict the reactants needed to synthesize it. The reactants are: [Cl:1][C:2]1C=CC(SCCC)=C(CN)C=1.Cl.[Cl:15][C:16]1[CH:17]=[CH:18][C:19]([S:24]([CH2:27][CH3:28])(=[O:26])=[O:25])=[C:20]([CH:23]=1)[CH2:21][NH2:22]. (6) Given the product [CH3:34][N:30]1[C:29]2[C:35]([CH3:37])=[CH:36][C:26]([C:24]([C:20]3[CH:19]=[C:18]([N:13]4[CH2:12][CH2:11][C:4]5([C:5]6[C:10](=[CH:9][CH:8]=[CH:7][CH:6]=6)[NH:1][C:2](=[O:16])[NH:3]5)[CH2:15][CH2:14]4)[N:23]=[CH:22][N:21]=3)=[O:25])=[CH:27][C:28]=2[O:32][C:31]1=[O:33], predict the reactants needed to synthesize it. The reactants are: [NH:1]1[C:10]2[C:5](=[CH:6][CH:7]=[CH:8][CH:9]=2)[C:4]2([CH2:15][CH2:14][NH:13][CH2:12][CH2:11]2)[NH:3][C:2]1=[O:16].Cl[C:18]1[N:23]=[CH:22][N:21]=[C:20]([C:24]([C:26]2[CH:36]=[C:35]([CH3:37])[C:29]3[N:30]([CH3:34])[C:31](=[O:33])[O:32][C:28]=3[CH:27]=2)=[O:25])[CH:19]=1.CCN(C(C)C)C(C)C. (7) Given the product [Cl:36][C:33]1[CH:34]=[CH:35][C:30]([N:27]2[CH2:28][CH2:29][CH:24]([C@@H:22]([NH:21][C:16]3[N:15]=[C:14]([N:9]4[C@@H:8]([C@@H:6]([OH:5])[CH3:7])[CH2:12][O:11][C:10]4=[O:13])[C:19]([F:20])=[CH:18][N:17]=3)[CH3:23])[CH2:25][CH2:26]2)=[CH:31][C:32]=1[O:37][C:38]([F:39])([F:40])[F:41], predict the reactants needed to synthesize it. The reactants are: C([O:5][C@H:6]([C@H:8]1[CH2:12][O:11][C:10](=[O:13])[N:9]1[C:14]1[C:19]([F:20])=[CH:18][N:17]=[C:16]([NH:21][C@H:22]([CH:24]2[CH2:29][CH2:28][N:27]([C:30]3[CH:35]=[CH:34][C:33]([Cl:36])=[C:32]([O:37][C:38]([F:41])([F:40])[F:39])[CH:31]=3)[CH2:26][CH2:25]2)[CH3:23])[N:15]=1)[CH3:7])(C)(C)C.C(O)(C(F)(F)F)=O. (8) Given the product [Si:1]([O:14][C@H:15]1[CH2:19][N:18]([S:20]([C:23]2[CH:28]=[CH:27][C:26]([C:29]([F:30])([F:31])[F:32])=[CH:25][CH:24]=2)(=[O:22])=[O:21])[C@H:17]([C:33]([O:35][CH3:36])=[O:34])[CH2:16]1)([C:4]([CH3:7])([CH3:6])[CH3:5])([CH3:3])[CH3:2], predict the reactants needed to synthesize it. The reactants are: [Si:1](Cl)([C:4]([CH3:7])([CH3:6])[CH3:5])([CH3:3])[CH3:2].N1C=CN=C1.[OH:14][C@H:15]1[CH2:19][N:18]([S:20]([C:23]2[CH:28]=[CH:27][C:26]([C:29]([F:32])([F:31])[F:30])=[CH:25][CH:24]=2)(=[O:22])=[O:21])[C@H:17]([C:33]([O:35][CH3:36])=[O:34])[CH2:16]1.